The task is: Predict which catalyst facilitates the given reaction.. This data is from Catalyst prediction with 721,799 reactions and 888 catalyst types from USPTO. (1) Reactant: O.C1(C)C=CC(S(O)(=O)=O)=CC=1.[Cl:13][CH2:14][C:15]1[CH:31]=[CH:30][C:18]([C:19]([NH:21][C:22]2[CH:27]=[C:26]([CH3:28])[CH:25]=[CH:24][C:23]=2[OH:29])=O)=[CH:17][CH:16]=1.O.CCCCCC. Product: [Cl:13][CH2:14][C:15]1[CH:31]=[CH:30][C:18]([C:19]2[O:29][C:23]3[CH:24]=[CH:25][C:26]([CH3:28])=[CH:27][C:22]=3[N:21]=2)=[CH:17][CH:16]=1. The catalyst class is: 262. (2) Reactant: [H-].[Na+].[OH:3][C:4]1[CH:5]=[N:6][CH:7]=[CH:8][CH:9]=1.[Cl:10][C:11]1[CH:27]=[C:26]([Cl:28])[CH:25]=[CH:24][C:12]=1[CH2:13][NH:14][C:15](=[O:23])[C:16]1[CH:21]=[CH:20][N:19]=[C:18](F)[CH:17]=1. Product: [Cl:10][C:11]1[CH:27]=[C:26]([Cl:28])[CH:25]=[CH:24][C:12]=1[CH2:13][NH:14][C:15](=[O:23])[C:16]1[CH:17]=[CH:18][N:19]=[C:20]([O:3][C:4]2[CH:5]=[N:6][CH:7]=[CH:8][CH:9]=2)[CH:21]=1. The catalyst class is: 80.